This data is from Reaction yield outcomes from USPTO patents with 853,638 reactions. The task is: Predict the reaction yield, written as a fraction of the theoretical maximum amount of product (1.0 means a 100% yield; for example, 0.34 means a 34% yield). (1) The reactants are [CH2:1]=O.Cl.[CH3:4][NH:5][CH3:6].[CH2:7]([N:9]1[CH:13]=[CH:12][CH:11]=[CH:10]1)[CH3:8]. The catalyst is [OH-].[Na+]. The product is [CH3:4][N:5]([CH2:1][C:10]1[N:9]([CH2:7][CH3:8])[CH:13]=[CH:12][CH:11]=1)[CH3:6]. The yield is 0.970. (2) The reactants are [C:1]1([CH:7]([C:25]2[CH:30]=[CH:29][CH:28]=[CH:27][CH:26]=2)[CH2:8][CH2:9][N:10]2[CH2:15][CH2:14][N:13]([C:16]3[CH:17]=[C:18]([CH:22]=[CH:23][CH:24]=3)[C:19](O)=[O:20])[CH2:12][CH2:11]2)[CH:6]=[CH:5][CH:4]=[CH:3][CH:2]=1.CN([P+](ON1N=NC2C=CC=CC1=2)(N(C)C)N(C)C)C.F[P-](F)(F)(F)(F)F.C(N(C(C)C)CC)(C)C.[CH:67]1([CH2:73][NH2:74])[CH2:72][CH2:71][CH2:70][CH2:69][CH2:68]1. The catalyst is ClCCl. The product is [CH:67]1([CH2:73][NH:74][C:19](=[O:20])[C:18]2[CH:22]=[CH:23][CH:24]=[C:16]([N:13]3[CH2:12][CH2:11][N:10]([CH2:9][CH2:8][CH:7]([C:25]4[CH:30]=[CH:29][CH:28]=[CH:27][CH:26]=4)[C:1]4[CH:2]=[CH:3][CH:4]=[CH:5][CH:6]=4)[CH2:15][CH2:14]3)[CH:17]=2)[CH2:72][CH2:71][CH2:70][CH2:69][CH2:68]1. The yield is 0.916. (3) The yield is 0.940. The product is [OH:4][C@@H:5]1[CH2:18][C@@H:17]2[C@H:8]([C@H:9]3[C@H:14]([CH2:15][CH2:16]2)[CH2:13][C@:12]2([CH3:24])[C@@H:19]([C:22]#[N:23])[CH2:20][CH2:21][C@H:11]2[CH2:10]3)[CH2:7][CH2:6]1. The catalyst is CO.ClCCl. The reactants are COC[O:4][C@@H:5]1[CH2:18][C@@H:17]2[C@H:8]([C@H:9]3[C@H:14]([CH2:15][CH2:16]2)[CH2:13][C@:12]2([CH3:24])[C@@H:19]([C:22]#[N:23])[CH2:20][CH2:21][C@H:11]2[CH2:10]3)[CH2:7][CH2:6]1.Cl. (4) The reactants are [Cl:1][C:2]1[CH:3]=[C:4]([C:8](Cl)=[N:9][OH:10])[CH:5]=[CH:6][CH:7]=1.CCN(CC)CC.[C:19]([C@@H:21]1[N:25]2[CH2:26][CH2:27][N:28]([C:30]3[C:31]([C:36]#[N:37])=[N:32][CH:33]=[CH:34][N:35]=3)[CH2:29][C@@H:24]2[CH2:23][CH2:22]1)#[CH:20]. The catalyst is C(Cl)Cl. The product is [Cl:1][C:2]1[CH:3]=[C:4]([C:8]2[CH:20]=[C:19]([C@@H:21]3[N:25]4[CH2:26][CH2:27][N:28]([C:30]5[C:31]([C:36]#[N:37])=[N:32][CH:33]=[CH:34][N:35]=5)[CH2:29][C@@H:24]4[CH2:23][CH2:22]3)[O:10][N:9]=2)[CH:5]=[CH:6][CH:7]=1. The yield is 0.500. (5) The reactants are [Cl:1][C:2]1[C:7]([C:8]([NH:10][CH2:11][C:12]2[CH:17]=[CH:16][CH:15]=[C:14]([F:18])[CH:13]=2)=[O:9])=[C:6]([CH3:19])[CH:5]=[C:4](Cl)[N:3]=1.C([O-])([O-])=O.[K+].[K+].[CH3:27][O:28][CH:29]1[CH2:34][CH2:33][CH2:32][CH:31]([NH:35][CH3:36])[CH2:30]1.O. The catalyst is CN(C=O)C. The product is [Cl:1][C:2]1[C:7]([C:8]([NH:10][CH2:11][C:12]2[CH:17]=[CH:16][CH:15]=[C:14]([F:18])[CH:13]=2)=[O:9])=[C:6]([CH3:19])[CH:5]=[C:4]([N:35]([CH:31]2[CH2:32][CH2:33][CH2:34][CH:29]([O:28][CH3:27])[CH2:30]2)[CH3:36])[N:3]=1. The yield is 0.320. (6) The reactants are [O:1]=[S:2]1(=[O:17])[CH2:7][CH2:6][N:5]([C:8]2[C:14]([F:15])=[CH:13][C:11]([NH2:12])=[CH:10][C:9]=2[F:16])[CH2:4][CH2:3]1.[O-]S(C(F)(F)F)(=O)=O.[Li+].[O:27]1[CH2:33][C@@H:28]1[C:29]([O:31][CH3:32])=[O:30]. The catalyst is C(#N)C. The product is [O:17]=[S:2]1(=[O:1])[CH2:7][CH2:6][N:5]([C:8]2[C:14]([F:15])=[CH:13][C:11]([NH:12][CH2:33][C@@H:28]([OH:27])[C:29]([O:31][CH3:32])=[O:30])=[CH:10][C:9]=2[F:16])[CH2:4][CH2:3]1. The yield is 0.570. (7) The reactants are C([Li])CCC.Br[C:7]1[CH:12]=[CH:11][C:10]([CH2:13][CH2:14][CH2:15][N:16]([CH:21]2[CH2:24][CH2:23][CH2:22]2)[CH:17]2[CH2:20][CH2:19][CH2:18]2)=[CH:9][CH:8]=1.B(OC(C)C)(OC(C)C)OC(C)C.[ClH:38].C(=O)([O-])[O-].[Na+].[Na+].[NH2:45][C:46]1[C:47]([C:53]([NH:55][C:56]2[CH:57]=[N:58][CH:59]=[CH:60][CH:61]=2)=[O:54])=[N:48][C:49](Br)=[CH:50][N:51]=1. The catalyst is O1CCCC1.C(Cl)Cl.C(OCC)C.C1C=CC(P(C2C=CC=CC=2)[C-]2C=CC=C2)=CC=1.C1C=CC(P(C2C=CC=CC=2)[C-]2C=CC=C2)=CC=1.Cl[Pd]Cl.[Fe+2]. The product is [ClH:38].[NH2:45][C:46]1[C:47]([C:53]([NH:55][C:56]2[CH:57]=[N:58][CH:59]=[CH:60][CH:61]=2)=[O:54])=[N:48][C:49]([C:7]2[CH:12]=[CH:11][C:10]([CH2:13][CH2:14][CH2:15][N:16]([CH:21]3[CH2:24][CH2:23][CH2:22]3)[CH:17]3[CH2:20][CH2:19][CH2:18]3)=[CH:9][CH:8]=2)=[CH:50][N:51]=1. The yield is 0.530. (8) The reactants are [CH3:1][C@@H:2]([O:5][C:6]1[CH:12]=[CH:11][C:9]([NH2:10])=[CH:8][CH:7]=1)[CH2:3][CH3:4].[C:13](Cl)(Cl)=[O:14]. The catalyst is CCOC(C)=O. The product is [N:10]([C:9]1[CH:8]=[CH:7][C:6]([O:5][C@H:2]([CH3:1])[CH2:3][CH3:4])=[CH:12][CH:11]=1)=[C:13]=[O:14]. The yield is 0.990. (9) The reactants are Cl.[Cl:2][CH2:3][C:4]1[N:5]=[C:6]([NH2:9])[S:7][CH:8]=1.[C:10](O[C:10]([O:12][C:13]([CH3:16])([CH3:15])[CH3:14])=[O:11])([O:12][C:13]([CH3:16])([CH3:15])[CH3:14])=[O:11].C(N(CC)CC)C. The catalyst is CN(C1C=CN=CC=1)C.C1COCC1.C(OCC)(=O)C. The product is [Cl:2][CH2:3][C:4]1[N:5]=[C:6]([NH:9][C:10](=[O:11])[O:12][C:13]([CH3:16])([CH3:15])[CH3:14])[S:7][CH:8]=1. The yield is 0.450.